Regression. Given two drug SMILES strings and cell line genomic features, predict the synergy score measuring deviation from expected non-interaction effect. From a dataset of NCI-60 drug combinations with 297,098 pairs across 59 cell lines. (1) Drug 1: CC12CCC3C(C1CCC2=O)CC(=C)C4=CC(=O)C=CC34C. Drug 2: CC1=C(C(CCC1)(C)C)C=CC(=CC=CC(=CC(=O)O)C)C. Cell line: SNB-19. Synergy scores: CSS=40.8, Synergy_ZIP=-0.248, Synergy_Bliss=-2.87, Synergy_Loewe=-5.62, Synergy_HSA=-6.22. (2) Drug 1: C1=CC(=CC=C1CC(C(=O)O)N)N(CCCl)CCCl.Cl. Drug 2: C1=CC(=CC=C1C#N)C(C2=CC=C(C=C2)C#N)N3C=NC=N3. Cell line: SF-539. Synergy scores: CSS=9.59, Synergy_ZIP=-4.51, Synergy_Bliss=-2.94, Synergy_Loewe=-3.73, Synergy_HSA=-4.12. (3) Drug 1: COC1=C(C=C2C(=C1)N=CN=C2NC3=CC(=C(C=C3)F)Cl)OCCCN4CCOCC4. Drug 2: CC1C(C(CC(O1)OC2CC(CC3=C2C(=C4C(=C3O)C(=O)C5=C(C4=O)C(=CC=C5)OC)O)(C(=O)C)O)N)O.Cl. Cell line: CAKI-1. Synergy scores: CSS=69.7, Synergy_ZIP=0.879, Synergy_Bliss=3.64, Synergy_Loewe=5.47, Synergy_HSA=9.63. (4) Synergy scores: CSS=-5.42, Synergy_ZIP=6.62, Synergy_Bliss=7.12, Synergy_Loewe=-4.88, Synergy_HSA=-3.63. Drug 1: COC1=C2C(=CC3=C1OC=C3)C=CC(=O)O2. Cell line: MCF7. Drug 2: CC12CCC3C(C1CCC2OP(=O)(O)O)CCC4=C3C=CC(=C4)OC(=O)N(CCCl)CCCl.[Na+]. (5) Drug 1: C1=CC(=CC=C1CC(C(=O)O)N)N(CCCl)CCCl.Cl. Drug 2: CC(C)NC(=O)C1=CC=C(C=C1)CNNC.Cl. Cell line: UACC62. Synergy scores: CSS=8.23, Synergy_ZIP=-3.47, Synergy_Bliss=1.87, Synergy_Loewe=-3.84, Synergy_HSA=0.511. (6) Drug 1: C1C(C(OC1N2C=NC(=NC2=O)N)CO)O. Drug 2: B(C(CC(C)C)NC(=O)C(CC1=CC=CC=C1)NC(=O)C2=NC=CN=C2)(O)O. Cell line: OVCAR-5. Synergy scores: CSS=57.3, Synergy_ZIP=5.86, Synergy_Bliss=5.03, Synergy_Loewe=-12.7, Synergy_HSA=3.92.